Dataset: Full USPTO retrosynthesis dataset with 1.9M reactions from patents (1976-2016). Task: Predict the reactants needed to synthesize the given product. (1) Given the product [Cl:28][C:16]1[C:17]2[C:9]([C:6]3[CH:7]=[CH:8][C:3]([CH2:1][CH3:2])=[CH:4][CH:5]=3)=[C:10]([C:19]3[CH:24]=[CH:23][CH:22]=[CH:21][C:20]=3[F:25])[O:11][C:12]=2[N:13]=[CH:14][N:15]=1, predict the reactants needed to synthesize it. The reactants are: [CH2:1]([C:3]1[CH:8]=[CH:7][C:6]([C:9]2[C:17]3[C:16](=O)[NH:15][CH:14]=[N:13][C:12]=3[O:11][C:10]=2[C:19]2[CH:24]=[CH:23][CH:22]=[CH:21][C:20]=2[F:25])=[CH:5][CH:4]=1)[CH3:2].P(Cl)(Cl)([Cl:28])=O.N. (2) Given the product [CH3:20][C:21]([CH3:27])([CH3:26])[CH2:22][CH2:23][CH2:24][NH:25][CH2:18][C:16]1[CH:15]=[CH:14][C:3]([O:4][C:5]2[CH:6]=[CH:7][C:8]([C:11]([NH2:13])=[O:12])=[N:9][CH:10]=2)=[C:2]([F:1])[CH:17]=1, predict the reactants needed to synthesize it. The reactants are: [F:1][C:2]1[CH:17]=[C:16]([CH:18]=O)[CH:15]=[CH:14][C:3]=1[O:4][C:5]1[CH:6]=[CH:7][C:8]([C:11]([NH2:13])=[O:12])=[N:9][CH:10]=1.[CH3:20][C:21]([CH3:27])([CH3:26])[CH2:22][CH2:23][CH2:24][NH2:25].[BH4-].[Na+]. (3) The reactants are: [Br:1][C:2]1[CH:3]=[C:4]([NH:10][C:11]2[CH:16]=[CH:15][C:14]([N:17]3[CH2:22][CH2:21][N:20]([CH3:23])[CH2:19][C@H:18]3[CH3:24])=[CH:13][N:12]=2)[C:5](=[O:9])[N:6]([CH3:8])[CH:7]=1.[O:25]1[CH2:28]C(=O)[CH2:26]1.[BH3-]C#N.[Na+].O. Given the product [Br:1][C:2]1[CH:3]=[C:4]([NH:10][C:11]2[CH:16]=[CH:15][C:14]([N:17]3[CH2:22][CH2:21][N:20]([CH:23]4[CH2:28][O:25][CH2:26]4)[CH2:19][C@H:18]3[CH3:24])=[CH:13][N:12]=2)[C:5](=[O:9])[N:6]([CH3:8])[CH:7]=1, predict the reactants needed to synthesize it. (4) Given the product [Br:1][C:2]1[CH:3]=[C:4]2[C:10]([CH3:11])=[CH:9][NH:8][C:5]2=[N:6][CH:7]=1, predict the reactants needed to synthesize it. The reactants are: [Br:1][C:2]1[CH:3]=[C:4]2[C:10]([CH3:11])=[CH:9][N:8](S(C3C=CC(C)=CC=3)(=O)=O)[C:5]2=[N:6][CH:7]=1.[OH-].[Na+]. (5) Given the product [Cl:1][C:2]1[CH:31]=[CH:30][C:5]([CH2:6][N:7]2[C:15]3[C:10](=[CH:11][C:12](/[CH:16]=[C:17]4/[C:18](=[O:29])[N:19]([C@H:23]5[C@H:27]([F:28])[CH2:26][N:25]([CH:37]([CH3:39])[CH3:36])[CH2:24]5)[C:20](=[O:22])[S:21]/4)=[CH:13][CH:14]=3)[CH:9]=[N:8]2)=[C:4]([C:32]([F:34])([F:35])[F:33])[CH:3]=1, predict the reactants needed to synthesize it. The reactants are: [Cl:1][C:2]1[CH:31]=[CH:30][C:5]([CH2:6][N:7]2[C:15]3[C:10](=[CH:11][C:12](/[CH:16]=[C:17]4/[C:18](=[O:29])[N:19]([C@H:23]5[C@H:27]([F:28])[CH2:26][NH:25][CH2:24]5)[C:20](=[O:22])[S:21]/4)=[CH:13][CH:14]=3)[CH:9]=[N:8]2)=[C:4]([C:32]([F:35])([F:34])[F:33])[CH:3]=1.[CH3:36][C:37]([CH3:39])=O. (6) Given the product [O:9]=[C:6]1[CH2:7][CH2:8][N:3]([C:10]([O:12][CH2:13][CH:14]2[C:15]3[CH:16]=[CH:17][CH:18]=[CH:19][C:20]=3[C:21]3[C:26]2=[CH:25][CH:24]=[CH:23][CH:22]=3)=[O:11])[CH2:4][CH2:5]1, predict the reactants needed to synthesize it. The reactants are: O.Cl.[NH:3]1[CH2:8][CH2:7][C:6](=[O:9])[CH2:5][CH2:4]1.[C:10](Cl)([O:12][CH2:13][CH:14]1[C:26]2[C:21](=[CH:22][CH:23]=[CH:24][CH:25]=2)[C:20]2[C:15]1=[CH:16][CH:17]=[CH:18][CH:19]=2)=[O:11].C(=O)([O-])[O-].[Na+].[Na+].O1CCOCC1. (7) Given the product [C:1]([NH:5][C:6]([C:8]1[C:9]([NH:22][CH:16]2[CH2:21][CH2:20][CH2:19][CH2:18][CH2:17]2)=[N:10][C:11]([Cl:14])=[N:12][CH:13]=1)=[O:7])([CH3:4])([CH3:3])[CH3:2], predict the reactants needed to synthesize it. The reactants are: [C:1]([NH:5][C:6]([C:8]1[C:9](Cl)=[N:10][C:11]([Cl:14])=[N:12][CH:13]=1)=[O:7])([CH3:4])([CH3:3])[CH3:2].[CH:16]1([NH2:22])[CH2:21][CH2:20][CH2:19][CH2:18][CH2:17]1.C(N(CC)CC)C.[Na+].[Cl-].